This data is from Full USPTO retrosynthesis dataset with 1.9M reactions from patents (1976-2016). The task is: Predict the reactants needed to synthesize the given product. (1) Given the product [N+:1]([C:4]1[CH:5]=[C:6]([CH2:14][C:15]([O:17][CH3:23])=[O:16])[CH:7]=[C:8]([N+:11]([O-:13])=[O:12])[C:9]=1[OH:10])([O-:3])=[O:2], predict the reactants needed to synthesize it. The reactants are: [N+:1]([C:4]1[CH:5]=[C:6]([CH2:14][C:15]([OH:17])=[O:16])[CH:7]=[C:8]([N+:11]([O-:13])=[O:12])[C:9]=1[OH:10])([O-:3])=[O:2].S(=O)(=O)(O)O.[CH3:23]O. (2) Given the product [F:12][C:13]([F:24])([F:23])[C:14]1[CH:19]=[CH:18][C:17]([C:2]2[CH:3]=[C:4]([CH:8]=[CH:9][C:10]=2[C:17]2[CH:18]=[CH:19][C:14]([C:13]([F:24])([F:23])[F:12])=[CH:15][CH:16]=2)[C:5]([OH:7])=[O:6])=[CH:16][CH:15]=1, predict the reactants needed to synthesize it. The reactants are: Cl[C:2]1[CH:3]=[C:4]([CH:8]=[CH:9][C:10]=1Cl)[C:5]([OH:7])=[O:6].[F:12][C:13]([F:24])([F:23])[C:14]1[CH:19]=[CH:18][C:17](B(O)O)=[CH:16][CH:15]=1.P([O-])([O-])([O-])=O.[K+].[K+].[K+]. (3) Given the product [Br:19][C:20]1[CH:25]=[CH:24][CH:23]=[CH:22][C:21]=1[C:26]([N:28]1[CH2:34][CH:33]2[CH:30]([CH2:31][N:32]2[C:9]2[N:8]=[C:15]([CH3:14])[CH:16]=[C:11]([CH3:12])[N:10]=2)[CH2:29]1)=[O:27], predict the reactants needed to synthesize it. The reactants are: C12[N:8]([C:9]3C=N[C:16]4[C:11](=[CH:12]C=[CH:14][CH:15]=4)[N:10]=3)CC1CCNC2.[Br:19][C:20]1[CH:25]=[CH:24][CH:23]=[CH:22][C:21]=1[C:26]([N:28]1[CH2:34][CH:33]2[CH:30]([CH2:31][NH:32]2)[CH2:29]1)=[O:27].ClC1N=C(C)C=C(C)N=1.